The task is: Predict the reaction yield, written as a fraction of the theoretical maximum amount of product (1.0 means a 100% yield; for example, 0.34 means a 34% yield).. This data is from Reaction yield outcomes from USPTO patents with 853,638 reactions. The reactants are [O:1]=[C:2]1[CH2:10][C:9]2[C:4](=[CH:5][CH:6]=[CH:7][CH:8]=2)[CH:3]1[C:11]([O:13][CH3:14])=[O:12]. The catalyst is O. The product is [OH:1][C@H:2]1[CH2:10][C:9]2[C:4](=[CH:5][CH:6]=[CH:7][CH:8]=2)[C@H:3]1[C:11]([O:13][CH3:14])=[O:12]. The yield is 0.270.